From a dataset of hERG potassium channel inhibition data for cardiac toxicity prediction from Karim et al.. Regression/Classification. Given a drug SMILES string, predict its toxicity properties. Task type varies by dataset: regression for continuous values (e.g., LD50, hERG inhibition percentage) or binary classification for toxic/non-toxic outcomes (e.g., AMES mutagenicity, cardiotoxicity, hepatotoxicity). Dataset: herg_karim. (1) The drug is NC1=NC2(CO1)c1cc(-c3cncnc3)ccc1OC(CCC(F)(F)F)C21COC1. The result is 0 (non-blocker). (2) The compound is CO[C@H]1C[C@H](O[C@@H]2[C@@H](C)C(=O)O[C@H](C)[C@H](C)[C@H](O)[C@@H](C)C(=O)[C@@]3(CO3)C[C@H](C)[C@H](O[C@@H]3O[C@H](C)C[C@H](N(C)C)[C@H]3O)[C@H]2C)O[C@@H](C)[C@@H]1O. The result is 0 (non-blocker). (3) The drug is Cc1c(N2CC(C)(CNCCC#N)C2)c(F)cc2c(=O)c(C(=O)O)cn(C3CC3)c12. The result is 0 (non-blocker). (4) The drug is Nc1cccc(C(c2cccnc2)C(O)c2cccnc2-c2cc(Cl)cc(Cl)c2)n1. The result is 0 (non-blocker). (5) The molecule is CN(C)Cc1ccccc1-c1ccc(NC(=O)Nc2cccnc2Oc2ccccc2C(C)(C)C)c(F)c1. The result is 1 (blocker). (6) The compound is Nc1cnccc1[C@H]1CC[C@@H](N2CC(NC(=O)CNc3ncnc4ccc(C(F)(F)F)cc34)C2)CC1. The result is 0 (non-blocker). (7) The drug is O=C(CNCC1(O)CCCCC1)N1CCc2ccccc2[C@@H]1C1CCCCC1. The result is 0 (non-blocker).